This data is from Full USPTO retrosynthesis dataset with 1.9M reactions from patents (1976-2016). The task is: Predict the reactants needed to synthesize the given product. (1) Given the product [F:19][C:18]([F:21])([F:20])[C:15]1[CH:16]=[CH:17][C:12]([O:11][C:8]2[CH:9]=[CH:10][C:5]([O:4][C:2]([N:31]3[CH2:32][CH2:33][CH:28]([CH2:27][C:24]4[CH:25]=[CH:26][S:22][CH:23]=4)[CH2:29][CH2:30]3)=[O:3])=[CH:6][CH:7]=2)=[N:13][CH:14]=1, predict the reactants needed to synthesize it. The reactants are: Cl[C:2]([O:4][C:5]1[CH:10]=[CH:9][C:8]([O:11][C:12]2[CH:17]=[CH:16][C:15]([C:18]([F:21])([F:20])[F:19])=[CH:14][N:13]=2)=[CH:7][CH:6]=1)=[O:3].[S:22]1[CH:26]=[CH:25][C:24]([CH2:27][CH:28]2[CH2:33][CH2:32][NH:31][CH2:30][CH2:29]2)=[CH:23]1. (2) Given the product [ClH:23].[CH2:1]([N:8]1[CH2:15][CH2:14][CH2:13][C@H:9]1[C:10]([NH:25][C:26]1[CH:39]=[CH:38][C:37]([Cl:40])=[CH:36][C:27]=1[C:28]([C:30]1[CH:31]=[CH:32][CH:33]=[CH:34][CH:35]=1)=[O:29])=[O:12])[C:2]1[CH:3]=[CH:4][CH:5]=[CH:6][CH:7]=1, predict the reactants needed to synthesize it. The reactants are: [CH2:1]([N:8]1[CH2:15][CH2:14][CH2:13][C@H:9]1[C:10]([OH:12])=O)[C:2]1[CH:7]=[CH:6][CH:5]=[CH:4][CH:3]=1.CN(C)C=O.S(Cl)([Cl:23])=O.[NH2:25][C:26]1[CH:39]=[CH:38][C:37]([Cl:40])=[CH:36][C:27]=1[C:28]([C:30]1[CH:35]=[CH:34][CH:33]=[CH:32][CH:31]=1)=[O:29]. (3) The reactants are: [CH3:1][NH:2][C:3]1([C:10]2[CH:11]=[CH:12][CH:13]=[CH:14][C:15]=2[Cl:16])[C:8](=[O:9])[CH2:7][CH2:6][CH2:5][CH2:4]1.[C:17]([O-:20])([O-])=[O:18].[Na+].[Na+].ClC([O:26][C:27]1[CH:32]=[CH:31][C:30]([N+:33]([O-:35])=[O:34])=[CH:29][CH:28]=1)=O. Given the product [N+:33]([C:30]1[CH:31]=[CH:32][C:27]([O:26][NH:2][C:17](=[O:18])[O-:20])=[CH:28][CH:29]=1)([O-:35])=[O:34].[CH3:1][NH:2][C:3]1([C:10]2[CH:11]=[CH:12][CH:13]=[CH:14][C:15]=2[Cl:16])[C:8](=[O:9])[CH2:7][CH2:6][CH2:5][CH2:4]1, predict the reactants needed to synthesize it. (4) The reactants are: [CH3:1][O:2][C:3]1[CH:8]=[CH:7][C:6]([NH:9][C:10](=[O:30])[O:11][CH2:12][C@H:13]2[CH2:17][C@@H:16]([NH:18][S:19]([C:22]3[CH:27]=[C:26]([Br:28])[CH:25]=[CH:24][C:23]=3[Br:29])(=[O:21])=[O:20])[CH2:15][NH:14]2)=[CH:5][CH:4]=1.C[CH2:32][N:33](C(C)C)C(C)C.BrC#N.C(O)C(N)(CO)CO. Given the product [CH3:1][O:2][C:3]1[CH:4]=[CH:5][C:6]([NH:9][C:10](=[O:30])[O:11][CH2:12][C@H:13]2[CH2:17][C@@H:16]([NH:18][S:19]([C:22]3[CH:27]=[C:26]([Br:28])[CH:25]=[CH:24][C:23]=3[Br:29])(=[O:20])=[O:21])[CH2:15][N:14]2[C:32]#[N:33])=[CH:7][CH:8]=1, predict the reactants needed to synthesize it. (5) Given the product [Cl:22][C:16]1[CH:17]=[C:18]([Cl:21])[CH:19]=[CH:20][C:15]=1[C:13]1[N:14]=[C:10](/[CH:9]=[CH:8]/[C:5]2[CH:6]=[CH:7][C:2]([C:28]3[CH:29]=[C:30]([CH3:31])[C:25]([O:24][CH3:23])=[C:26]([CH3:35])[CH:27]=3)=[CH:3][CH:4]=2)[NH:11][CH:12]=1, predict the reactants needed to synthesize it. The reactants are: Br[C:2]1[CH:7]=[CH:6][C:5](/[CH:8]=[CH:9]/[C:10]2[NH:11][CH:12]=[C:13]([C:15]3[CH:20]=[CH:19][C:18]([Cl:21])=[CH:17][C:16]=3[Cl:22])[N:14]=2)=[CH:4][CH:3]=1.[CH3:23][O:24][C:25]1[C:30]([CH3:31])=[CH:29][C:28](B(O)O)=[CH:27][C:26]=1[CH3:35]. (6) The reactants are: Cl[C:2]1[NH:6][C:5]2[CH:7]=[CH:8][C:9]([C:11]([F:14])([F:13])[F:12])=[CH:10][C:4]=2[N:3]=1.[NH2:15][C:16]1[CH:25]=[CH:24][C:23]2[C:18](=[C:19]([OH:26])[CH:20]=[CH:21][CH:22]=2)[N:17]=1. Given the product [F:12][C:11]([F:14])([F:13])[C:9]1[CH:8]=[CH:7][C:5]2[NH:6][C:2]([O:26][C:19]3[CH:20]=[CH:21][CH:22]=[C:23]4[C:18]=3[N:17]=[C:16]([NH2:15])[CH:25]=[CH:24]4)=[N:3][C:4]=2[CH:10]=1, predict the reactants needed to synthesize it. (7) Given the product [N:14]1([C:10]2[CH:9]=[C:8]([C:21]3[N:25]4[N:26]=[CH:27][C:28]([C:30]([F:31])([F:32])[F:33])=[N:29][C:24]4=[N:23][CH:22]=3)[CH:13]=[CH:12][CH:11]=2)[CH:18]=[N:17][CH:16]=[N:15]1, predict the reactants needed to synthesize it. The reactants are: CC1(C)COB([C:8]2[CH:9]=[C:10]([N:14]3[CH:18]=[N:17][CH:16]=[N:15]3)[CH:11]=[CH:12][CH:13]=2)OC1.Br[C:21]1[N:25]2[N:26]=[CH:27][C:28]([C:30]([F:33])([F:32])[F:31])=[N:29][C:24]2=[N:23][CH:22]=1.C([O-])([O-])=O.[Na+].[Na+]. (8) Given the product [Br:20][C:21]1[C:29]([F:30])=[CH:28][CH:27]=[CH:26][C:22]=1[C:23]([N:16]1[CH2:17][CH:18]2[CH:14]([CH2:13][N:12]([C:7]3[N:6]=[CH:5][C:4]4[C:9](=[CH:10][CH:11]=[C:2]([F:1])[CH:3]=4)[N:8]=3)[CH2:19]2)[CH2:15]1)=[O:24], predict the reactants needed to synthesize it. The reactants are: [F:1][C:2]1[CH:3]=[C:4]2[C:9](=[CH:10][CH:11]=1)[N:8]=[C:7]([N:12]1[CH2:19][CH:18]3[CH:14]([CH2:15][NH:16][CH2:17]3)[CH2:13]1)[N:6]=[CH:5]2.[Br:20][C:21]1[C:29]([F:30])=[CH:28][CH:27]=[CH:26][C:22]=1[C:23](O)=[O:24]. (9) The reactants are: [N+:1]([C:4]1[CH:9]=[CH:8][C:7]([CH2:10][C:11]([OH:13])=[O:12])=[CH:6][CH:5]=1)([O-])=O.[C:14]([O:18][C:19](O[C:19]([O:18][C:14]([CH3:17])([CH3:16])[CH3:15])=[O:20])=[O:20])([CH3:17])([CH3:16])[CH3:15]. Given the product [C:14]([O:18][C:19]([NH:1][C:4]1[CH:9]=[CH:8][C:7]([CH2:10][C:11]([OH:13])=[O:12])=[CH:6][CH:5]=1)=[O:20])([CH3:17])([CH3:16])[CH3:15], predict the reactants needed to synthesize it.